Dataset: Reaction yield outcomes from USPTO patents with 853,638 reactions. Task: Predict the reaction yield, written as a fraction of the theoretical maximum amount of product (1.0 means a 100% yield; for example, 0.34 means a 34% yield). (1) The reactants are [C:1]([O:5][CH3:6])(=[O:4])[CH2:2][OH:3].[CH2:7](Br)[C:8]1[CH:13]=[CH:12][CH:11]=[CH:10][CH:9]=1. The catalyst is C(OCC)C.[Ag-]=O. The product is [CH3:6][O:5][C:1](=[O:4])[CH2:2][O:3][CH2:7][C:8]1[CH:13]=[CH:12][CH:11]=[CH:10][CH:9]=1. The yield is 0.700. (2) The product is [OH:13][CH:14]1[CH2:19][CH2:18][CH:17]([NH:5][C@@H:4]([C:6]2[CH:11]=[CH:10][CH:9]=[CH:8][CH:7]=2)[C:3]([O:2][CH3:1])=[O:12])[CH2:16][CH2:15]1. The yield is 0.350. The reactants are [CH3:1][O:2][C:3](=[O:12])[C@H:4]([C:6]1[CH:11]=[CH:10][CH:9]=[CH:8][CH:7]=1)[NH2:5].[OH:13][CH:14]1[CH2:19][CH2:18][C:17](=O)[CH2:16][CH2:15]1.C(O[BH-](OC(=O)C)OC(=O)C)(=O)C.[Na+].O. The catalyst is ClCCCl. (3) The reactants are O.[OH-].[Li+].[OH:4][C@H:5]([CH2:11][CH2:12][CH2:13][CH2:14][CH2:15][CH2:16][CH2:17][CH2:18][CH2:19][CH2:20][CH3:21])[CH2:6][C:7]([O:9]C)=[O:8].Cl. The catalyst is C1COCC1.O.C(OCC)C. The product is [OH:4][C@H:5]([CH2:11][CH2:12][CH2:13][CH2:14][CH2:15][CH2:16][CH2:17][CH2:18][CH2:19][CH2:20][CH3:21])[CH2:6][C:7]([OH:9])=[O:8]. The yield is 0.980.